Predict the reaction yield, written as a fraction of the theoretical maximum amount of product (1.0 means a 100% yield; for example, 0.34 means a 34% yield). From a dataset of Reaction yield outcomes from USPTO patents with 853,638 reactions. (1) The reactants are [NH2:1][C:2]1[CH:3]=[C:4]2[C:8](=[CH:9][C:10]=1[N+:11]([O-:13])=[O:12])[C:7](=[O:14])[NH:6][C:5]2=[O:15].Cl.N[CH:18]([CH3:23])[CH2:19][N:20]([CH3:22])[CH3:21].N1C=CN=C1.CCN(CC)CC. The product is [NH2:1][C:2]1[CH:3]=[C:4]2[C:8](=[CH:9][C:10]=1[N+:11]([O-:13])=[O:12])[C:7](=[O:14])[N:6]([CH:18]([CH3:23])[CH2:19][N:20]([CH3:22])[CH3:21])[C:5]2=[O:15]. The yield is 0.640. The catalyst is O1CCOCC1. (2) The reactants are [F:1][C:2]([F:7])([F:6])[C:3]([OH:5])=[O:4].FC(F)(F)C(O)=O.[Cl:15][C:16]1[CH:17]=[N:18][C:19]2[NH:20][C:21]3[CH:22]=[CH:23][CH:24]=[C:25]([CH:47]=3)[CH2:26][CH2:27][C:28]3[CH:36]=[C:32]([NH:33][C:34]=1[N:35]=2)[CH:31]=[CH:30][C:29]=3[NH:37][C:38](=[O:46])[CH2:39][CH:40]1[CH2:45][CH2:44][NH:43][CH2:42][CH2:41]1.[CH3:48][N:49]([CH3:53])[C:50](Cl)=[O:51]. No catalyst specified. The product is [F:1][C:2]([F:7])([F:6])[C:3]([OH:5])=[O:4].[Cl:15][C:16]1[CH:17]=[N:18][C:19]2[NH:20][C:21]3[CH:22]=[CH:23][CH:24]=[C:25]([CH:47]=3)[CH2:26][CH2:27][C:28]3[CH:36]=[C:32]([NH:33][C:34]=1[N:35]=2)[CH:31]=[CH:30][C:29]=3[NH:37][C:38](=[O:46])[CH2:39][CH:40]1[CH2:45][CH2:44][N:43]([C:50]([N:49]([CH3:53])[CH3:48])=[O:51])[CH2:42][CH2:41]1. The yield is 0.480. (3) The reactants are [CH2:1]([C:3]1([CH3:20])[C:8]([C:9]2[CH:14]=[CH:13][C:12]([CH3:15])=[C:11]([N+:16]([O-])=O)[CH:10]=2)=[N:7][NH:6][C:5](=[O:19])[CH2:4]1)[CH3:2].O.NN. No catalyst specified. The product is [NH2:16][C:11]1[CH:10]=[C:9]([C:8]2[C:3]([CH2:1][CH3:2])([CH3:20])[CH2:4][C:5](=[O:19])[NH:6][N:7]=2)[CH:14]=[CH:13][C:12]=1[CH3:15]. The yield is 0.820. (4) The reactants are [CH3:1][C:2]1[C:3]([CH2:21][S:22][C:23]2[NH:27][C:26]3[CH:28]=[CH:29][CH:30]=[CH:31][C:25]=3[N:24]=2)=[N:4][CH:5]=[CH:6][C:7]=1[O:8][CH2:9][CH:10]1[CH2:15][O:14][C:13]2([CH2:20][CH2:19][O:18][CH2:17][CH2:16]2)[O:12][CH2:11]1.C(N(CC)C(C)C)(C)C.[O-]O.C1(C(C)C)C=CC=CC=1.C(=O)([O-])[OH:53].[Na+]. The catalyst is CC(C)[O-].[Ti+4].CC(C)[O-].CC(C)[O-].CC(C)[O-]. The product is [CH3:1][C:2]1[C:3]([CH2:21][S:22]([C:23]2[NH:24][C:25]3[CH:31]=[CH:30][CH:29]=[CH:28][C:26]=3[N:27]=2)=[O:53])=[N:4][CH:5]=[CH:6][C:7]=1[O:8][CH2:9][CH:10]1[CH2:15][O:14][C:13]2([CH2:16][CH2:17][O:18][CH2:19][CH2:20]2)[O:12][CH2:11]1. The yield is 0.437. (5) The reactants are N(OCC(C)C)=O.N[C:9]1[CH:32]=[C:31]([C:33]([O:35][C:36]([CH3:39])([CH3:38])[CH3:37])=[O:34])[CH:30]=[CH:29][C:10]=1[O:11][C:12]1[C:21]([Br:22])=[C:20]2[C:15]([CH:16]([C:23]([O:25][CH2:26][CH3:27])=[O:24])[CH2:17][CH2:18][O:19]2)=[CH:14][C:13]=1[Cl:28]. The catalyst is CN(C)C=O. The product is [Br:22][C:21]1[C:12]([O:11][C:10]2[CH:9]=[CH:32][C:31]([C:33]([O:35][C:36]([CH3:37])([CH3:39])[CH3:38])=[O:34])=[CH:30][CH:29]=2)=[C:13]([Cl:28])[CH:14]=[C:15]2[C:20]=1[O:19][CH2:18][CH2:17][CH:16]2[C:23]([O:25][CH2:26][CH3:27])=[O:24]. The yield is 0.170. (6) The reactants are [NH2:1][C:2]1[C:3]([C:7](Cl)=[N:8][OH:9])=[N:4][O:5][N:6]=1.[CH3:11][O:12][CH2:13][CH2:14][NH2:15].C(N(CC)CC)C. The catalyst is C(OCC)(=O)C. The product is [NH2:1][C:2]1[C:3]([C:7](=[N:8][OH:9])[NH:15][CH2:14][CH2:13][O:12][CH3:11])=[N:4][O:5][N:6]=1. The yield is 1.19. (7) The reactants are [CH3:1][N:2]([CH3:16])[C:3]1[CH:8]=[CH:7][C:6](/[CH:9]=[CH:10]/[C:11]2[S:12][CH:13]=[CH:14][CH:15]=2)=[CH:5][CH:4]=1.FC(F)(F)S(O[C:23]1[CH:28]=[CH:27]C=[CH:25][C:24]=1[Si](C)(C)C)(=O)=O.[F-].[K+].C1OCCOCCOCCOCCOCCOC1. The catalyst is C1COCC1. The product is [CH3:16][N:2]([C:1]1[CH:27]=[CH:28][CH:23]=[CH:24][CH:25]=1)[C:3]1[CH:4]=[CH:5][C:6](/[CH:9]=[CH:10]/[C:11]2[S:12][CH:13]=[CH:14][CH:15]=2)=[CH:7][CH:8]=1. The yield is 0.930.